From a dataset of Reaction yield outcomes from USPTO patents with 853,638 reactions. Predict the reaction yield, written as a fraction of the theoretical maximum amount of product (1.0 means a 100% yield; for example, 0.34 means a 34% yield). The reactants are [Br:1][C:2]1[CH:3]=[C:4]([O:10][C:11]2[C:12]([CH3:18])=[N:13][C:14]([CH3:17])=[CH:15][CH:16]=2)[C:5]([C:8]#[N:9])=[N:6][CH:7]=1.S(=O)(=O)(O)[OH:20].[OH-].[Na+]. No catalyst specified. The yield is 0.920. The product is [CH3:18][C:12]1[C:11]([O:10][C:4]2[C:5]([C:8]([NH2:9])=[O:20])=[N:6][CH:7]=[C:2]([Br:1])[CH:3]=2)=[CH:16][CH:15]=[C:14]([CH3:17])[N:13]=1.